This data is from Peptide-MHC class I binding affinity with 185,985 pairs from IEDB/IMGT. The task is: Regression. Given a peptide amino acid sequence and an MHC pseudo amino acid sequence, predict their binding affinity value. This is MHC class I binding data. (1) The peptide sequence is IGYLFRPL. The MHC is H-2-Db with pseudo-sequence H-2-Db. The binding affinity (normalized) is 0.214. (2) The peptide sequence is MLTFDVFRPL. The MHC is HLA-A68:02 with pseudo-sequence HLA-A68:02. The binding affinity (normalized) is 0.476. (3) The peptide sequence is QIYAGIKVK. The MHC is HLA-A02:02 with pseudo-sequence HLA-A02:02. The binding affinity (normalized) is 0. (4) The peptide sequence is EIAQHGAWY. The MHC is HLA-A02:01 with pseudo-sequence HLA-A02:01. The binding affinity (normalized) is 0.0847. (5) The peptide sequence is THEGVVCAL. The MHC is HLA-A01:01 with pseudo-sequence HLA-A01:01. The binding affinity (normalized) is 0.213. (6) The peptide sequence is AFPTSCHM. The MHC is HLA-B57:01 with pseudo-sequence HLA-B57:01. The binding affinity (normalized) is 0.